Task: Predict the reactants needed to synthesize the given product.. Dataset: Full USPTO retrosynthesis dataset with 1.9M reactions from patents (1976-2016) (1) Given the product [C:1]([O:5][C:6]([NH:7][C@@H:8]1[CH2:10][C@H:9]1[C:11]1[S:12][CH:13]=[C:14]([C:6]([O:5][CH3:1])=[O:17])[CH:15]=1)=[O:17])([CH3:4])([CH3:3])[CH3:2], predict the reactants needed to synthesize it. The reactants are: [C:1]([O:5][C:6](=[O:17])[NH:7][C@@H:8]1[CH2:10][C@H:9]1[C:11]1[S:12][CH:13]=[C:14](Br)[CH:15]=1)([CH3:4])([CH3:3])[CH3:2].C(N(CC)CC)C. (2) Given the product [NH2:12][C:10]1[CH:9]=[CH:8][CH:7]=[C:6]2[C:11]=1[C:2]([Br:1])=[CH:3][N:4]=[CH:5]2, predict the reactants needed to synthesize it. The reactants are: [Br:1][C:2]1[C:11]2[C:6](=[CH:7][CH:8]=[CH:9][C:10]=2[N+:12]([O-])=O)[CH:5]=[N:4][CH:3]=1.Cl.[OH-].[Na+].